From a dataset of M1 muscarinic receptor antagonist screen with 61,756 compounds. Binary Classification. Given a drug SMILES string, predict its activity (active/inactive) in a high-throughput screening assay against a specified biological target. The drug is S(c1nc2oc(c(c2c(n1)N)C)C)CC(=O)NCc1cccnc1. The result is 0 (inactive).